From a dataset of Full USPTO retrosynthesis dataset with 1.9M reactions from patents (1976-2016). Predict the reactants needed to synthesize the given product. (1) Given the product [C:2]1([CH3:19])[CH:3]=[CH:4][C:5]([S:8]([N:11]2[CH2:18][CH2:17][CH2:16][C@H:12]2[C:13]([NH:25][C@H:24]([C:23]([OH:30])=[O:22])[CH2:26][CH:27]([CH3:29])[CH3:28])=[O:15])(=[O:9])=[O:10])=[CH:6][CH:7]=1, predict the reactants needed to synthesize it. The reactants are: O.[C:2]1([CH3:19])[CH:7]=[CH:6][C:5]([S:8]([N:11]2[CH2:18][CH2:17][CH2:16][C@H:12]2[C:13]([OH:15])=O)(=[O:10])=[O:9])=[CH:4][CH:3]=1.Cl.C[O:22][C:23](=[O:30])[C@H:24]([CH2:26][CH:27]([CH3:29])[CH3:28])[NH2:25].[Li+].[OH-]. (2) Given the product [CH3:13][O:11][C:10](=[O:12])[CH2:9][C:4]1[CH:5]=[CH:6][C:7]([OH:8])=[C:2]([Br:1])[CH:3]=1, predict the reactants needed to synthesize it. The reactants are: [Br:1][C:2]1[CH:3]=[C:4]([CH2:9][C:10]([OH:12])=[O:11])[CH:5]=[CH:6][C:7]=1[OH:8].[CH3:13]O. (3) Given the product [CH2:30]([C:27]1[CH:26]=[N:25][C:24]([N:20]2[CH2:19][CH2:18][CH:17]([C@H:15]([CH3:16])[CH2:14][CH2:13][O:12][C:10]3[CH:9]=[CH:8][C:4]([C:5]([OH:7])=[O:6])=[C:3]([CH3:2])[CH:11]=3)[CH2:22][CH2:21]2)=[N:29][CH:28]=1)[CH3:31], predict the reactants needed to synthesize it. The reactants are: Cl.[CH3:2][C:3]1[CH:11]=[C:10]([O:12][CH2:13][CH2:14][C@H:15]([CH:17]2[CH2:22][CH2:21][NH:20][CH2:19][CH2:18]2)[CH3:16])[CH:9]=[CH:8][C:4]=1[C:5]([OH:7])=[O:6].Cl[C:24]1[N:29]=[CH:28][C:27]([CH2:30][CH3:31])=[CH:26][N:25]=1. (4) Given the product [ClH:1].[ClH:1].[CH2:19]([N:17]1[CH2:18][C@H:5]2[C@H:6]([CH2:7][N:8]3[CH2:15][CH2:14][CH2:13][C:10]4[CH:11]=[CH:12][CH:3]=[C:4]2[C:9]3=4)[CH2:16]1)[CH2:20][CH2:21][CH3:22], predict the reactants needed to synthesize it. The reactants are: [ClH:1].Cl.[CH:3]1[CH:12]=[CH:11][C:10]2[CH2:13][CH2:14][CH2:15][N:8]3[C:9]=2[C:4]=1[C@H:5]1[CH2:18][NH:17][CH2:16][C@H:6]1[CH2:7]3.[CH2:19](Br)[CH2:20][CH2:21][CH3:22].C(=O)([O-])[O-].[K+].[K+].[I-].[K+].Cl.CCOCC. (5) Given the product [Br:13][C:14]1[CH:15]=[CH:16][C:17]([OH:23])=[C:18]([C:19]2[O:12][C:3]3[CH:4]=[CH:5][C:6]([C:8]([CH3:9])([CH3:11])[CH3:10])=[CH:7][C:2]=3[N:1]=2)[CH:22]=1, predict the reactants needed to synthesize it. The reactants are: [NH2:1][C:2]1[CH:7]=[C:6]([C:8]([CH3:11])([CH3:10])[CH3:9])[CH:5]=[CH:4][C:3]=1[OH:12].[Br:13][C:14]1[CH:15]=[CH:16][C:17]([OH:23])=[C:18]([CH:22]=1)[C:19](Cl)=O. (6) Given the product [Cl:13][C:14]1[CH:19]=[CH:18][C:17]([C:8]2[C:7]([O:11][CH2:34][CH2:33][O:32][CH3:31])=[N:6][CH:5]=[C:4]([CH:9]=2)[C:3]([NH:23][CH2:24][CH:25]([OH:30])[C:26]([F:29])([F:28])[F:27])=[O:12])=[CH:16][CH:15]=1, predict the reactants needed to synthesize it. The reactants are: CO[C:3](=[O:12])[C:4]1[CH:9]=[C:8](Br)[C:7]([OH:11])=[N:6][CH:5]=1.[Cl:13][C:14]1[CH:19]=[CH:18][C:17](B(O)O)=[CH:16][CH:15]=1.[NH2:23][CH2:24][CH:25]([OH:30])[C:26]([F:29])([F:28])[F:27].[CH3:31][O:32][CH2:33][CH2:34]O. (7) Given the product [CH:23]1([C:22]([N:21]([CH2:28][C:29]([OH:31])=[O:30])[CH2:20][C:19]2[CH:32]=[CH:33][CH:34]=[C:17]([CH2:16][O:15][C:12]3[CH:13]=[CH:14][C:9]([C:3]4[CH:4]=[CH:5][C:6]([F:8])=[CH:7][C:2]=4[F:1])=[CH:10][CH:11]=3)[CH:18]=2)=[O:27])[CH2:24][CH2:26]1, predict the reactants needed to synthesize it. The reactants are: [F:1][C:2]1[CH:7]=[C:6]([F:8])[CH:5]=[CH:4][C:3]=1[C:9]1[CH:14]=[CH:13][C:12]([O:15][CH2:16][C:17]2[CH:18]=[C:19]([CH:32]=[CH:33][CH:34]=2)[CH2:20][N:21]([CH2:28][C:29]([OH:31])=[O:30])[C:22](=[O:27])[C:23]([CH3:26])(C)[CH3:24])=[CH:11][CH:10]=1.Cl.C(OC(=O)CNCC1C=CC=C(COC2C=CC(C3C=CC(F)=CC=3F)=CC=2)C=1)C.C1(C(Cl)=O)CC1.